This data is from Catalyst prediction with 721,799 reactions and 888 catalyst types from USPTO. The task is: Predict which catalyst facilitates the given reaction. (1) Reactant: [F:1][C:2]1[CH:3]=[C:4]([C:13]2[CH:17]=[C:16]([CH2:18][NH:19][C:20](=O)[CH3:21])[O:15][N:14]=2)[CH:5]=[CH:6][C:7]=1[N:8]1[CH:12]=[CH:11][N:10]=[CH:9]1.COC1C=CC(P2(SP(C3C=CC(OC)=CC=3)(=S)S2)=[S:32])=CC=1. Product: [F:1][C:2]1[CH:3]=[C:4]([C:13]2[CH:17]=[C:16]([CH2:18][NH:19][C:20](=[S:32])[CH3:21])[O:15][N:14]=2)[CH:5]=[CH:6][C:7]=1[N:8]1[CH:12]=[CH:11][N:10]=[CH:9]1. The catalyst class is: 12. (2) Reactant: [CH3:1][NH:2][CH:3]1[CH2:8][CH2:7][C:6]([C:9]2[C:13]3=[N:14][CH:15]=[CH:16][CH:17]=[C:12]3[NH:11][CH:10]=2)=[CH:5][CH2:4]1.[C:18]([O:22][C:23](O[C:23]([O:22][C:18]([CH3:21])([CH3:20])[CH3:19])=[O:24])=[O:24])([CH3:21])([CH3:20])[CH3:19].C(N(CC)CC)C. Product: [CH3:1][N:2]([CH:3]1[CH2:8][CH2:7][C:6]([C:9]2[C:13]3=[N:14][CH:15]=[CH:16][CH:17]=[C:12]3[NH:11][CH:10]=2)=[CH:5][CH2:4]1)[C:23](=[O:24])[O:22][C:18]([CH3:21])([CH3:20])[CH3:19]. The catalyst class is: 4. (3) Reactant: C(NC(C)C)(C)C.C(=O)=O.[CH2:11]([OH:14])[CH2:12]O.C([Li])CCC.CC(C)(C(=O)C)C(OC)=O.C1C=CC(N([S:37]([C:40]([F:43])([F:42])[F:41])(=[O:39])=[O:38])[S:37]([C:40]([F:43])([F:42])[F:41])(=[O:39])=[O:38])=CC=1. Product: [O:14]([CH:11]=[CH2:12])[S:37]([C:40]([F:43])([F:42])[F:41])(=[O:39])=[O:38]. The catalyst class is: 476.